From a dataset of Full USPTO retrosynthesis dataset with 1.9M reactions from patents (1976-2016). Predict the reactants needed to synthesize the given product. (1) Given the product [O:1]1[CH2:6][CH2:5][CH2:4][C@H:3]([C:7]([OH:9])=[O:8])[CH2:2]1, predict the reactants needed to synthesize it. The reactants are: [O:1]1[CH2:6][CH2:5][CH2:4][C@H:3]([C:7]([O:9]CC2C=CC=CC=2)=[O:8])[CH2:2]1. (2) Given the product [CH3:1][N:2]1[C:6]([C:7]([C:9]2[CH:14]=[CH:13][C:12]([CH3:15])=[CH:11][CH:10]=2)=[O:8])=[C:5]([CH3:16])[CH:4]=[C:3]1[CH2:17][C:18]([OH:20])=[O:19], predict the reactants needed to synthesize it. The reactants are: [CH3:1][N:2]1[C:6]([C:7]([C:9]2[CH:14]=[CH:13][C:12]([CH3:15])=[CH:11][CH:10]=2)=[O:8])=[C:5]([CH3:16])[CH:4]=[C:3]1[CH2:17][C:18]([O:20]CC)=[O:19].Cl. (3) Given the product [Cl:1][C:2]1[N:3]=[C:4]([N:19]2[CH2:20][CH2:21][O:22][CH2:23][CH2:24]2)[C:5]2[N:11]=[C:10]([CH2:12][CH:13]3[CH2:18][CH2:17][N:16]([C:27](=[O:28])[CH:26]([CH3:30])[CH3:25])[CH2:15][CH2:14]3)[CH:9]=[CH:8][C:6]=2[N:7]=1, predict the reactants needed to synthesize it. The reactants are: [Cl:1][C:2]1[N:3]=[C:4]([N:19]2[CH2:24][CH2:23][O:22][CH2:21][CH2:20]2)[C:5]2[N:11]=[C:10]([CH2:12][CH:13]3[CH2:18][CH2:17][NH:16][CH2:15][CH2:14]3)[CH:9]=[CH:8][C:6]=2[N:7]=1.[CH3:25][CH:26]([CH3:30])[C:27](O)=[O:28].ON1C2C=CC=CC=2N=N1.Cl.CN(C)CCCN=C=NCC.C(N(C(C)C)CC)(C)C. (4) The reactants are: N[C:2]([C:4]1([NH:17][C:18]([O:20][CH2:21][C:22]2[CH:27]=[CH:26][CH:25]=[CH:24][CH:23]=2)=[O:19])[CH2:9][CH2:8][N:7]([C:10]([O:12][C:13]([CH3:16])([CH3:15])[CH3:14])=[O:11])[CH2:6][CH2:5]1)=[O:3].C([OH:30])C. Given the product [CH2:21]([O:20][C:18]([NH:17][C:4]1([C:2]([OH:30])=[O:3])[CH2:9][CH2:8][N:7]([C:10]([O:12][C:13]([CH3:15])([CH3:16])[CH3:14])=[O:11])[CH2:6][CH2:5]1)=[O:19])[C:22]1[CH:27]=[CH:26][CH:25]=[CH:24][CH:23]=1, predict the reactants needed to synthesize it. (5) Given the product [CH2:2]([Si:11]([Cl:13])([Cl:12])[Cl:10])[CH2:3][CH2:4][CH2:5][CH2:6][CH2:7][CH2:8][CH3:9], predict the reactants needed to synthesize it. The reactants are: Cl[CH2:2][CH2:3][CH2:4][CH2:5][CH2:6][CH2:7][CH2:8][CH3:9].[Cl:10][SiH:11]([Cl:13])[Cl:12]. (6) Given the product [OH:15][CH2:14][C:12]1[N:13]=[C:9]([C:6]2[CH:5]=[CH:4][C:3]([O:2][CH3:1])=[CH:8][CH:7]=2)[O:10][C:11]=1[CH2:22][O:23][C:24]1[CH:31]=[CH:30][C:27]([C:28]#[N:29])=[C:26]([CH3:32])[CH:25]=1, predict the reactants needed to synthesize it. The reactants are: [CH3:1][O:2][C:3]1[CH:8]=[CH:7][C:6]([C:9]2[O:10][C:11]([CH2:22][O:23][C:24]3[CH:31]=[CH:30][C:27]([C:28]#[N:29])=[C:26]([CH3:32])[CH:25]=3)=[C:12]([CH2:14][O:15]C3CCCCO3)[N:13]=2)=[CH:5][CH:4]=1.O.C1(C)C=CC(S(O)(=O)=O)=CC=1. (7) The reactants are: [F:1][C:2]([C:5]1[CH:10]=[CH:9][C:8]([CH3:11])=[CH:7][CH:6]=1)([CH3:4])[CH3:3].[Br:12]N1C(=O)CCC1=O. Given the product [Br:12][CH2:11][C:8]1[CH:7]=[CH:6][C:5]([C:2]([F:1])([CH3:4])[CH3:3])=[CH:10][CH:9]=1, predict the reactants needed to synthesize it.